Dataset: Forward reaction prediction with 1.9M reactions from USPTO patents (1976-2016). Task: Predict the product of the given reaction. (1) Given the reactants [Br:1][C:2]1[CH:3]=[CH:4][C:5]2[N:6]([C:8]([C:11]([O:13]CC)=O)=[N:9][N:10]=2)[CH:7]=1.O.[OH-].[Li+].Cl.Cl.[F:21][C:22]([F:36])([F:35])[C:23]1[CH:28]=[CH:27][CH:26]=[CH:25][C:24]=1[CH:29]1[CH2:34][CH2:33][NH:32][CH2:31][CH2:30]1.F[P-](F)(F)(F)(F)F.N1(O[P+](N(C)C)(N(C)C)N(C)C)C2C=CC=CC=2N=N1.C(N(CC)C(C)C)(C)C, predict the reaction product. The product is: [Br:1][C:2]1[CH:3]=[CH:4][C:5]2[N:6]([C:8]([C:11]([N:32]3[CH2:33][CH2:34][CH:29]([C:24]4[CH:25]=[CH:26][CH:27]=[CH:28][C:23]=4[C:22]([F:21])([F:35])[F:36])[CH2:30][CH2:31]3)=[O:13])=[N:9][N:10]=2)[CH:7]=1. (2) Given the reactants [Cl:1][C:2]1[CH:3]=[C:4]2[C:8](=[CH:9][CH:10]=1)[NH:7][CH:6]=[C:5]2[CH2:11][CH2:12][NH:13][C:14](=[O:22])[C:15]1[CH:20]=[CH:19][CH:18]=[CH:17][C:16]=1I.[Cl:23][C:24]1[CH:29]=[CH:28][CH:27]=[CH:26][C:25]=1B(O)O.C(=O)([O-])[O-].[Na+].[Na+], predict the reaction product. The product is: [Cl:23][C:24]1[CH:29]=[CH:28][CH:27]=[CH:26][C:25]=1[C:16]1[C:15]([C:14]([NH:13][CH2:12][CH2:11][C:5]2[C:4]3[C:8](=[CH:9][CH:10]=[C:2]([Cl:1])[CH:3]=3)[NH:7][CH:6]=2)=[O:22])=[CH:20][CH:19]=[CH:18][CH:17]=1. (3) Given the reactants [CH2:1]([N:3]([CH2:11][C:12]1[CH:13]=[N:14][CH:15]=[C:16]([C:19]2[CH:20]=[C:21]3[C:25](=[CH:26][CH:27]=2)[N:24]([CH:28]2[CH2:33][CH2:32][CH2:31][CH2:30][O:29]2)[N:23]=[C:22]3[C:34]2[NH:35][C:36]([C:39]([NH:41][CH2:42][C:43]3[CH:44]=N[CH:46]=[CH:47][CH:48]=3)=[O:40])=[CH:37][N:38]=2)[C:17]=1[CH3:18])[C:4](=[O:10])[O:5][C:6]([CH3:9])([CH3:8])[CH3:7])[CH3:2].[C:49](OC(N(CC1C(C)=C(C2C=C3C(=CC=2)N(C2CCCCO2)N=C3C2NC(C(O)=O)=CN=2)C=NC=1)CC)=O)(C)(C)[CH3:50].[CH:90](N(C(C)C)CC)(C)C.C1C2C(CCCC2)CCN1.CN(C(ON1N=NC2C=CC=NC1=2)=[N+](C)C)C.F[P-](F)(F)(F)(F)F, predict the reaction product. The product is: [CH2:1]([N:3]([CH2:11][C:12]1[CH:13]=[N:14][CH:15]=[C:16]([C:19]2[CH:20]=[C:21]3[C:25](=[CH:26][CH:27]=2)[N:24]([CH:28]2[CH2:33][CH2:32][CH2:31][CH2:30][O:29]2)[N:23]=[C:22]3[C:34]2[NH:35][C:36]([C:39]([N:41]3[CH2:50][CH2:49][CH:44]4[CH:43]([CH2:48][CH2:47][CH2:46][CH2:90]4)[CH2:42]3)=[O:40])=[CH:37][N:38]=2)[C:17]=1[CH3:18])[C:4](=[O:10])[O:5][C:6]([CH3:8])([CH3:7])[CH3:9])[CH3:2]. (4) Given the reactants [CH3:1][N:2]1[C:10]2[C:5](=[CH:6][CH:7]=[CH:8][CH:9]=2)[CH:4]=[C:3]1[C:11]1[CH:12]=[C:13]([CH2:17][NH2:18])[CH:14]=[N:15][CH:16]=1.[CH:19]([S:22](Cl)(=[O:24])=[O:23])([CH3:21])[CH3:20], predict the reaction product. The product is: [CH3:1][N:2]1[C:10]2[C:5](=[CH:6][CH:7]=[CH:8][CH:9]=2)[CH:4]=[C:3]1[C:11]1[CH:12]=[C:13]([CH2:17][NH:18][S:22]([CH:19]([CH3:21])[CH3:20])(=[O:24])=[O:23])[CH:14]=[N:15][CH:16]=1. (5) The product is: [Cl:1][C:2]1[CH:3]=[C:4]([NH:8][C:9]2[N:10]=[CH:11][N:12]=[C:13]([NH:15][C:25]([NH:24][C:18]3[C:17]([CH3:16])=[CH:22][CH:21]=[CH:20][C:19]=3[CH3:23])=[O:26])[CH:14]=2)[CH:5]=[CH:6][CH:7]=1. Given the reactants [Cl:1][C:2]1[CH:3]=[C:4]([NH:8][C:9]2[CH:14]=[C:13]([NH2:15])[N:12]=[CH:11][N:10]=2)[CH:5]=[CH:6][CH:7]=1.[CH3:16][C:17]1[CH:22]=[CH:21][CH:20]=[C:19]([CH3:23])[C:18]=1[N:24]=[C:25]=[O:26], predict the reaction product. (6) Given the reactants [CH2:1]([O:8][CH2:9][C@@H:10]1[O:15][CH2:14][C@@:13]([NH:24][C:25]([NH:27][C:28](=[O:35])[C:29]2[CH:34]=[CH:33][CH:32]=[CH:31][CH:30]=2)=[S:26])([C:16]2[CH:21]=[C:20]([Br:22])[CH:19]=[CH:18][C:17]=2[F:23])[C@H:12]([CH2:36]O)[CH2:11]1)[C:2]1[CH:7]=[CH:6][CH:5]=[CH:4][CH:3]=1.N1C=CC=CC=1.FC(F)(F)S(OS(C(F)(F)F)(=O)=O)(=O)=O, predict the reaction product. The product is: [CH2:1]([O:8][CH2:9][C@@H:10]1[O:15][CH2:14][C@:13]2([C:16]3[CH:21]=[C:20]([Br:22])[CH:19]=[CH:18][C:17]=3[F:23])[N:24]=[C:25]([NH:27][C:28](=[O:35])[C:29]3[CH:30]=[CH:31][CH:32]=[CH:33][CH:34]=3)[S:26][CH2:36][C@@H:12]2[CH2:11]1)[C:2]1[CH:7]=[CH:6][CH:5]=[CH:4][CH:3]=1. (7) Given the reactants [C:1]([O:5][C:6](=[O:30])[N:7]([C:20]1[C:21]2[N:22]([CH:27]=[CH:28][N:29]=2)[C:23](Br)=[CH:24][N:25]=1)[C:8]1[CH:13]=[CH:12][C:11]([N:14]2[CH2:19][CH2:18][O:17][CH2:16][CH2:15]2)=[CH:10][CH:9]=1)([CH3:4])([CH3:3])[CH3:2].[B:31]1([B:31]2[O:35][C:34]([CH3:37])([CH3:36])[C:33]([CH3:39])([CH3:38])[O:32]2)[O:35][C:34]([CH3:37])([CH3:36])[C:33]([CH3:39])([CH3:38])[O:32]1.CC([O-])=O.[K+].C(Cl)Cl, predict the reaction product. The product is: [C:1]([O:5][C:6](=[O:30])[N:7]([C:8]1[CH:13]=[CH:12][C:11]([N:14]2[CH2:19][CH2:18][O:17][CH2:16][CH2:15]2)=[CH:10][CH:9]=1)[C:20]1[C:21]2[N:22]([CH:27]=[CH:28][N:29]=2)[C:23]([B:31]2[O:35][C:34]([CH3:37])([CH3:36])[C:33]([CH3:39])([CH3:38])[O:32]2)=[CH:24][N:25]=1)([CH3:4])([CH3:3])[CH3:2].